From a dataset of Forward reaction prediction with 1.9M reactions from USPTO patents (1976-2016). Predict the product of the given reaction. (1) Given the reactants [OH:1][C:2]1[CH:9]=[C:8]([OH:10])[CH:7]=[CH:6][C:3]=1[CH:4]=[O:5].C1(P(C2C=CC=CC=2)C2C=CC=CC=2)C=CC=CC=1.[O:30]1[CH2:35][CH2:34][O:33][C:32]2[CH:36]=[C:37]([C:40]3[C:41]([CH3:48])=[C:42]([CH2:46]O)[CH:43]=[CH:44][CH:45]=3)[CH:38]=[CH:39][C:31]1=2.N(C(OC(C)C)=O)=NC(OC(C)C)=O, predict the reaction product. The product is: [O:30]1[CH2:35][CH2:34][O:33][C:32]2[CH:36]=[C:37]([C:40]3[C:41]([CH3:48])=[C:42]([CH:43]=[CH:44][CH:45]=3)[CH2:46][O:10][C:8]3[CH:7]=[CH:6][C:3]([CH:4]=[O:5])=[C:2]([OH:1])[CH:9]=3)[CH:38]=[CH:39][C:31]1=2. (2) Given the reactants Cl[C:2]1[C:11]2[C:6](=[CH:7][CH:8]=[CH:9][CH:10]=2)[CH:5]=[C:4]([NH:12][C:13]2[CH:17]=[C:16]([CH3:18])[NH:15][N:14]=2)[N:3]=1.[F:19][C:20]1[CH:25]=[C:24]([F:26])[CH:23]=[CH:22][C:21]=1B(O)O, predict the reaction product. The product is: [F:19][C:20]1[CH:25]=[C:24]([F:26])[CH:23]=[CH:22][C:21]=1[C:2]1[C:11]2[C:6](=[CH:7][CH:8]=[CH:9][CH:10]=2)[CH:5]=[C:4]([NH:12][C:13]2[CH:17]=[C:16]([CH3:18])[NH:15][N:14]=2)[N:3]=1.